Dataset: Full USPTO retrosynthesis dataset with 1.9M reactions from patents (1976-2016). Task: Predict the reactants needed to synthesize the given product. (1) The reactants are: [F:1][C:2]1[CH:7]=[CH:6][C:5]([C:8]2[C:12]([CH2:13][O:14][C:15]3[CH:16]=[CH:17][C:18]([C:21]([OH:23])=O)=[N:19][CH:20]=3)=[C:11]([CH2:24][OH:25])[O:10][N:9]=2)=[CH:4][CH:3]=1.Cl.[F:27][C:28]1([F:34])[CH2:33][CH2:32][NH:31][CH2:30][CH2:29]1. Given the product [F:27][C:28]1([F:34])[CH2:33][CH2:32][N:31]([C:21]([C:18]2[CH:17]=[CH:16][C:15]([O:14][CH2:13][C:12]3[C:8]([C:5]4[CH:6]=[CH:7][C:2]([F:1])=[CH:3][CH:4]=4)=[N:9][O:10][C:11]=3[CH2:24][OH:25])=[CH:20][N:19]=2)=[O:23])[CH2:30][CH2:29]1, predict the reactants needed to synthesize it. (2) Given the product [N:1]1[S:2][N:3]=[C:4]2[CH:9]=[C:8]([C:10]([CH2:29][CH3:30])=[C:11]([C:22]3[CH:27]=[CH:26][C:25]([OH:28])=[CH:24][CH:23]=3)[C:12]3[CH:17]=[CH:16][C:15]([O:18][CH2:19][CH2:20][NH:32][CH3:31])=[CH:14][CH:13]=3)[CH:7]=[CH:6][C:5]=12, predict the reactants needed to synthesize it. The reactants are: [N:1]1[S:2][N:3]=[C:4]2[CH:9]=[C:8]([C:10]([CH2:29][CH3:30])=[C:11]([C:22]3[CH:27]=[CH:26][C:25]([OH:28])=[CH:24][CH:23]=3)[C:12]3[CH:17]=[CH:16][C:15]([O:18][CH2:19][CH2:20]Cl)=[CH:14][CH:13]=3)[CH:7]=[CH:6][C:5]=12.[CH3:31][NH2:32]. (3) Given the product [F:1][C:2]1[CH:7]=[CH:6][C:5]([O:8][C:9](=[O:33])[N:10]([C@H:12]2[C@H:16]([C:17]3[CH:22]=[CH:21][C:20]([Cl:23])=[C:19]([Cl:24])[CH:18]=3)[CH2:15][N:14]([C:25]([CH:27]3[CH2:32][CH2:31][N:30]([C:35]4[CH:40]=[CH:39][C:38]([C:41]([F:44])([F:43])[F:42])=[CH:37][N:36]=4)[CH2:29][CH2:28]3)=[O:26])[CH2:13]2)[CH3:11])=[CH:4][CH:3]=1, predict the reactants needed to synthesize it. The reactants are: [F:1][C:2]1[CH:7]=[CH:6][C:5]([O:8][C:9](=[O:33])[N:10]([C@H:12]2[C@H:16]([C:17]3[CH:22]=[CH:21][C:20]([Cl:23])=[C:19]([Cl:24])[CH:18]=3)[CH2:15][N:14]([C:25]([CH:27]3[CH2:32][CH2:31][NH:30][CH2:29][CH2:28]3)=[O:26])[CH2:13]2)[CH3:11])=[CH:4][CH:3]=1.Br[C:35]1[CH:40]=[CH:39][C:38]([C:41]([F:44])([F:43])[F:42])=[CH:37][N:36]=1.CCN(C(C)C)C(C)C. (4) Given the product [C:22]1([O:21][C:20](=[O:28])[NH:17][C:3]2[C:2]([F:1])=[CH:7][N:6]=[C:5]([O:8][CH2:9][C:10]3[CH:11]=[CH:12][C:13]([F:16])=[CH:14][CH:15]=3)[N:4]=2)[CH:27]=[CH:26][CH:25]=[CH:24][CH:23]=1, predict the reactants needed to synthesize it. The reactants are: [F:1][C:2]1[C:3]([NH2:17])=[N:4][C:5]([O:8][CH2:9][C:10]2[CH:15]=[CH:14][C:13]([F:16])=[CH:12][CH:11]=2)=[N:6][CH:7]=1.[H-].[Na+].[C:20](=O)([O:28]C1C=CC=CC=1)[O:21][C:22]1[CH:27]=[CH:26][CH:25]=[CH:24][CH:23]=1.CCOC(C)=O. (5) Given the product [CH:14]1([C:17]([C:9]2[CH:10]=[CH:11][C:6]([C:4]([O:3][CH2:1][CH3:2])=[O:5])=[CH:7][CH:8]=2)=[O:18])[CH2:16][CH2:15]1, predict the reactants needed to synthesize it. The reactants are: [CH2:1]([O:3][C:4]([C:6]1[CH:11]=[CH:10][C:9]([Zn]I)=[CH:8][CH:7]=1)=[O:5])[CH3:2].[CH:14]1([C:17](Cl)=[O:18])[CH2:16][CH2:15]1. (6) Given the product [C:1]([C:4]1[S:8]/[C:7](=[N:9]\[C:10](=[O:20])[C:11]2[CH:16]=[C:15]([Cl:17])[CH:14]=[CH:13][C:12]=2[O:18][CH3:19])/[N:6]([CH2:23][CH:24]2[CH2:27][CH2:26][CH2:25]2)[C:5]=1[CH3:21])(=[O:3])[CH3:2], predict the reactants needed to synthesize it. The reactants are: [C:1]([C:4]1[S:8][C:7]([NH:9][C:10](=[O:20])[C:11]2[CH:16]=[C:15]([Cl:17])[CH:14]=[CH:13][C:12]=2[O:18][CH3:19])=[N:6][C:5]=1[CH3:21])(=[O:3])[CH3:2].Br[CH2:23][CH:24]1[CH2:27][CH2:26][CH2:25]1.CC(C)([O-])C.[K+].